This data is from Reaction yield outcomes from USPTO patents with 853,638 reactions. The task is: Predict the reaction yield, written as a fraction of the theoretical maximum amount of product (1.0 means a 100% yield; for example, 0.34 means a 34% yield). (1) The yield is 0.973. The catalyst is C(#N)C. The product is [CH3:1][C@H:2]1[CH2:7][N:6]([CH2:42][C:41]2[CH:44]=[CH:45][CH:46]=[C:39]([F:38])[CH:40]=2)[C@H:5]([CH3:8])[CH2:4][N:3]1[C@H:9]([C:16]1[CH:17]=[CH:18][C:19]([C:20]([N:22]([CH2:25][CH3:26])[CH2:23][CH3:24])=[O:21])=[CH:27][CH:28]=1)[C:10]1[CH:11]=[CH:12][CH:13]=[CH:14][CH:15]=1. The reactants are [CH3:1][C@H:2]1[CH2:7][NH:6][C@H:5]([CH3:8])[CH2:4][N:3]1[C@H:9]([C:16]1[CH:28]=[CH:27][C:19]([C:20]([N:22]([CH2:25][CH3:26])[CH2:23][CH3:24])=[O:21])=[CH:18][CH:17]=1)[C:10]1[CH:15]=[CH:14][CH:13]=[CH:12][CH:11]=1.[I-].[Na+].C(N(CC)CC)C.[F:38][C:39]1[CH:40]=[C:41]([CH:44]=[CH:45][CH:46]=1)[CH2:42]Br. (2) The reactants are [NH2:1][C:2]1[N:6]([CH2:7][CH2:8][CH2:9][N:10]2[CH2:15][CH2:14][O:13][CH2:12][CH2:11]2)[C:5]([SH:16])=[N:4][C:3]=1[C:17]([NH2:19])=[O:18].O1CCN(CCCN=C=S)CC1.N1C=CC=C1.NC(C#N)C(N)=O.[Br:44][C:45]1[CH:50]=[C:49]2[O:51][CH2:52][O:53][C:48]2=[CH:47][C:46]=1Br. No catalyst specified. The product is [NH2:1][C:2]1[N:6]([CH2:7][CH2:8][CH2:9][N:10]2[CH2:11][CH2:12][O:13][CH2:14][CH2:15]2)[C:5]([S:16][C:46]2[C:45]([Br:44])=[CH:50][C:49]3[O:51][CH2:52][O:53][C:48]=3[CH:47]=2)=[N:4][C:3]=1[C:17]([NH2:19])=[O:18]. The yield is 0.310.